This data is from Peptide-MHC class I binding affinity with 185,985 pairs from IEDB/IMGT. The task is: Regression. Given a peptide amino acid sequence and an MHC pseudo amino acid sequence, predict their binding affinity value. This is MHC class I binding data. (1) The peptide sequence is HIMPNSFRV. The MHC is HLA-B44:02 with pseudo-sequence HLA-B44:02. The binding affinity (normalized) is 0.0847. (2) The peptide sequence is QVAYTLDRF. The MHC is HLA-B58:01 with pseudo-sequence HLA-B58:01. The binding affinity (normalized) is 0.726. (3) The peptide sequence is PFKVINLPK. The MHC is HLA-A31:01 with pseudo-sequence HLA-A31:01. The binding affinity (normalized) is 0.191. (4) The peptide sequence is FLLPILSQIYT. The MHC is HLA-B07:02 with pseudo-sequence HLA-B07:02. The binding affinity (normalized) is 0.0847. (5) The peptide sequence is CNLTSTWVTY. The MHC is HLA-A30:02 with pseudo-sequence HLA-A30:02. The binding affinity (normalized) is 0. (6) The MHC is HLA-B58:01 with pseudo-sequence HLA-B58:01. The peptide sequence is FGSLGGVFTS. The binding affinity (normalized) is 0.207. (7) The peptide sequence is SLSTKLKQV. The MHC is HLA-A02:06 with pseudo-sequence HLA-A02:06. The binding affinity (normalized) is 0.441. (8) The peptide sequence is GPEGPLGQL. The MHC is HLA-A66:01 with pseudo-sequence HLA-A66:01. The binding affinity (normalized) is 0.213. (9) The MHC is HLA-A02:01 with pseudo-sequence HLA-A02:01. The binding affinity (normalized) is 0. The peptide sequence is GRLIWTLDA.